Dataset: Full USPTO retrosynthesis dataset with 1.9M reactions from patents (1976-2016). Task: Predict the reactants needed to synthesize the given product. (1) Given the product [Br:1][C:2]1[N:3]([C:12]2[C:21]3[C:16](=[CH:17][CH:18]=[CH:19][CH:20]=3)[C:15]([CH:22]3[CH2:24][CH2:23]3)=[CH:14][CH:13]=2)[C:4]([S:7][CH2:8][C:9]([NH:25][OH:26])=[O:11])=[N:5][N:6]=1, predict the reactants needed to synthesize it. The reactants are: [Br:1][C:2]1[N:3]([C:12]2[C:21]3[C:16](=[CH:17][CH:18]=[CH:19][CH:20]=3)[C:15]([CH:22]3[CH2:24][CH2:23]3)=[CH:14][CH:13]=2)[C:4]([S:7][CH2:8][C:9]([OH:11])=O)=[N:5][N:6]=1.[NH2:25][OH:26]. (2) The reactants are: [O:1]=[C:2]1[N:6]([C:7]2[CH:17]=[CH:16][C:10]3[CH2:11][CH2:12][NH:13][CH2:14][CH2:15][C:9]=3[CH:8]=2)[CH2:5][C@H:4]([NH:18][C:19](=[O:28])[O:20][CH2:21][C:22]2[CH:27]=[CH:26][CH:25]=[CH:24][CH:23]=2)[CH2:3]1.C=O.[C:31](O[BH-](OC(=O)C)OC(=O)C)(=O)C.[Na+].C(=O)([O-])O.[Na+]. Given the product [CH3:31][N:13]1[CH2:14][CH2:15][C:9]2[CH:8]=[C:7]([N:6]3[C:2](=[O:1])[CH2:3][C@@H:4]([NH:18][C:19](=[O:28])[O:20][CH2:21][C:22]4[CH:23]=[CH:24][CH:25]=[CH:26][CH:27]=4)[CH2:5]3)[CH:17]=[CH:16][C:10]=2[CH2:11][CH2:12]1, predict the reactants needed to synthesize it. (3) The reactants are: CC(N=NC(C#N)(C)C)(C#N)C.C1C(=O)N(Br)C(=O)C1.[I:21][C:22]1[C:30]2[O:29][CH2:28][CH2:27][C:26]=2[CH:25]=[C:24]([S:31]([Cl:34])(=[O:33])=[O:32])[CH:23]=1.C(#N)C. Given the product [I:21][C:22]1[C:30]2[O:29][CH:28]=[CH:27][C:26]=2[CH:25]=[C:24]([S:31]([Cl:34])(=[O:32])=[O:33])[CH:23]=1, predict the reactants needed to synthesize it. (4) Given the product [F:28][C:29]1[CH:30]=[C:31]([NH:32][CH:3]([C:5]2[CH:6]=[C:7]([C:23]([N:25]([CH3:27])[CH3:26])=[O:24])[CH:8]=[C:9]3[C:14]=2[O:13][C:12]([N:15]2[CH2:20][CH2:19][O:18][C@H:17]([CH3:21])[CH2:16]2)=[CH:11][C:10]3=[O:22])[CH3:4])[CH:33]=[C:34]([F:36])[CH:35]=1, predict the reactants needed to synthesize it. The reactants are: Br.Br[CH:3]([C:5]1[CH:6]=[C:7]([C:23]([N:25]([CH3:27])[CH3:26])=[O:24])[CH:8]=[C:9]2[C:14]=1[O:13][C:12]([N:15]1[CH2:20][CH2:19][O:18][C@H:17]([CH3:21])[CH2:16]1)=[CH:11][C:10]2=[O:22])[CH3:4].[F:28][C:29]1[CH:30]=[C:31]([CH:33]=[C:34]([F:36])[CH:35]=1)[NH2:32]. (5) Given the product [CH3:1][N:2]1[C:6](=[O:7])[CH:5]=[C:4]([S:24][CH2:18][CH2:19][CH2:20][CH2:21][CH2:22][CH3:23])[C:3]1=[O:9], predict the reactants needed to synthesize it. The reactants are: [CH3:1][N:2]1[C:6](=[O:7])[CH:5]=[C:4](Br)[C:3]1=[O:9].O.O.O.C([O-])(=O)C.[Na+].[CH2:18]([SH:24])[CH2:19][CH2:20][CH2:21][CH2:22][CH3:23]. (6) Given the product [CH2:19]([O:18][C:16]([CH:13]1[CH2:14][CH2:15][CH:10]([O:1][C:2]2[CH:7]=[CH:6][C:5]([CH3:8])=[CH:4][N:3]=2)[CH2:11][CH2:12]1)=[O:17])[CH3:20], predict the reactants needed to synthesize it. The reactants are: [OH:1][C:2]1[CH:7]=[CH:6][C:5]([CH3:8])=[CH:4][N:3]=1.O[CH:10]1[CH2:15][CH2:14][CH:13]([C:16]([O:18][CH2:19][CH3:20])=[O:17])[CH2:12][CH2:11]1.C1(P(C2C=CC=CC=2)C2C=CC=CC=2)C=CC=CC=1.CC(OC(/N=N/C(OC(C)C)=O)=O)C. (7) Given the product [ClH:35].[F:3][C:4]1[CH:9]=[CH:8][C:7]([F:10])=[CH:6][C:5]=1[C@H:11]1[CH2:15][CH2:14][CH2:13][N:12]1[C:16]1[CH:21]=[CH:20][N:19]2[N:22]=[CH:23][C:24]([NH:25][C:26]([N:28]3[CH2:33][CH2:32][N:31]([CH3:34])[CH2:30][CH2:29]3)=[O:27])=[C:18]2[N:17]=1, predict the reactants needed to synthesize it. The reactants are: CO.[F:3][C:4]1[CH:9]=[CH:8][C:7]([F:10])=[CH:6][C:5]=1[C@H:11]1[CH2:15][CH2:14][CH2:13][N:12]1[C:16]1[CH:21]=[CH:20][N:19]2[N:22]=[CH:23][C:24]([NH:25][C:26]([N:28]3[CH2:33][CH2:32][N:31]([CH3:34])[CH2:30][CH2:29]3)=[O:27])=[C:18]2[N:17]=1.[ClH:35]. (8) Given the product [CH3:25][S:26]([O:1][CH2:2][C@@H:3]([NH:7][C:8]([O:9][CH2:10][C:11]1[CH:16]=[CH:15][CH:14]=[CH:13][CH:12]=1)=[O:17])[CH2:4][O:5][CH3:6])(=[O:28])=[O:27], predict the reactants needed to synthesize it. The reactants are: [OH:1][CH2:2][C@@H:3]([NH:7][C:8](=[O:17])[O:9][CH2:10][C:11]1[CH:16]=[CH:15][CH:14]=[CH:13][CH:12]=1)[CH2:4][O:5][CH3:6].C(N(CC)CC)C.[CH3:25][S:26](Cl)(=[O:28])=[O:27].